Dataset: Reaction yield outcomes from USPTO patents with 853,638 reactions. Task: Predict the reaction yield, written as a fraction of the theoretical maximum amount of product (1.0 means a 100% yield; for example, 0.34 means a 34% yield). (1) The reactants are [CH2:1]([OH:8])[C:2]1[CH:7]=[CH:6][CH:5]=[CH:4][CH:3]=1.C(=O)([O-])[O-].[K+].[K+].C1(C)C=CC=CC=1.F[C:23]1[CH:24]=[CH:25][C:26]([N+:31]([O-:33])=[O:32])=[C:27]([CH:30]=1)[NH:28][CH3:29]. The catalyst is [Cl-].C([N+](CCCC)(CCCC)CCCC)CCC.O. The product is [CH2:1]([O:8][C:23]1[CH:24]=[CH:25][C:26]([N+:31]([O-:33])=[O:32])=[C:27]([CH:30]=1)[NH:28][CH3:29])[C:2]1[CH:7]=[CH:6][CH:5]=[CH:4][CH:3]=1. The yield is 0.920. (2) The reactants are BrBr.[CH2:3]([O:5][C:6]([CH:8]1[CH2:19][N:18]([CH:20]2[CH2:25][CH2:24][CH2:23][CH2:22][CH2:21]2)[C:11]2[N:12]=[C:13]([S:16][CH3:17])[N:14]=[CH:15][C:10]=2[C:9]1=[O:26])=[O:7])[CH3:4].C(N(C(C)C)CC)(C)C. The catalyst is ClCCl. The product is [CH2:3]([O:5][C:6]([C:8]1[C:9](=[O:26])[C:10]2[CH:15]=[N:14][C:13]([S:16][CH3:17])=[N:12][C:11]=2[N:18]([CH:20]2[CH2:21][CH2:22][CH2:23][CH2:24][CH2:25]2)[CH:19]=1)=[O:7])[CH3:4]. The yield is 0.870. (3) The reactants are [H-].[H-].[H-].[H-].[Li+].[Al+3].C1COCC1.[C:12]1([CH2:18][N:19]2[CH2:30][CH2:29][C:22]3([NH:27][C:26](=O)[CH2:25][O:24][CH2:23]3)[CH2:21][CH2:20]2)[CH:17]=[CH:16][CH:15]=[CH:14][CH:13]=1.[OH-].[Na+]. The catalyst is O. The product is [C:12]1([CH2:18][N:19]2[CH2:30][CH2:29][C:22]3([NH:27][CH2:26][CH2:25][O:24][CH2:23]3)[CH2:21][CH2:20]2)[CH:17]=[CH:16][CH:15]=[CH:14][CH:13]=1. The yield is 0.880. (4) The reactants are S(OS([O-])=O)([O-])=O.[Na+].[Na+].[CH2:10]([N:12]1[C:24]2[CH:23]=[CH:22][C:21]([CH:25]=O)=[CH:20][C:19]=2[C:18]2[C:13]1=[C:14]([F:27])[CH:15]=[CH:16][CH:17]=2)[CH3:11].[NH2:28][C:29]1[CH:30]=[C:31]([CH:35]=[CH:36][C:37]=1[NH:38][CH2:39][CH2:40][O:41][CH3:42])[C:32]([OH:34])=[O:33].Cl. The catalyst is C1COCC1.O. The product is [CH2:10]([N:12]1[C:24]2[CH:23]=[CH:22][C:21]([C:25]3[N:38]([CH2:39][CH2:40][O:41][CH3:42])[C:37]4[CH:36]=[CH:35][C:31]([C:32]([OH:34])=[O:33])=[CH:30][C:29]=4[N:28]=3)=[CH:20][C:19]=2[C:18]2[C:13]1=[C:14]([F:27])[CH:15]=[CH:16][CH:17]=2)[CH3:11]. The yield is 0.280. (5) The reactants are [OH:1][CH:2]([C:5]1[CH:6]=[C:7]([C:17]([NH:19][CH2:20][C:21]2[C:22](=[O:29])[NH:23][C:24]([CH3:28])=[CH:25][C:26]=2[CH3:27])=[O:18])[C:8]2[CH:13]=[N:12][N:11]([CH:14]([CH3:16])[CH3:15])[C:9]=2[N:10]=1)CO. The catalyst is C1COCC1.O. The product is [CH3:27][C:26]1[CH:25]=[C:24]([CH3:28])[NH:23][C:22](=[O:29])[C:21]=1[CH2:20][NH:19][C:17]([C:7]1[C:8]2[CH:13]=[N:12][N:11]([CH:14]([CH3:16])[CH3:15])[C:9]=2[N:10]=[C:5]([CH:2]=[O:1])[CH:6]=1)=[O:18]. The yield is 0.848. (6) The yield is 0.940. The reactants are C(OC([N:8]1[CH2:12][CH2:11][CH2:10][C:9]1([C:14]1[CH:19]=[CH:18][CH:17]=[CH:16][C:15]=1[Cl:20])[CH3:13])=O)(C)(C)C. The catalyst is C(O)(=O)C.Cl. The product is [ClH:20].[Cl:20][C:15]1[CH:16]=[CH:17][CH:18]=[CH:19][C:14]=1[C:9]1([CH3:13])[CH2:10][CH2:11][CH2:12][NH:8]1.